Dataset: Full USPTO retrosynthesis dataset with 1.9M reactions from patents (1976-2016). Task: Predict the reactants needed to synthesize the given product. (1) Given the product [F:38][C:39]([F:44])([F:43])[C:40]([OH:42])=[O:41].[CH:32]1([CH2:31][CH2:30][N:29]2[C:22]3[N:23]=[C:24]([C:27]#[N:28])[N:25]=[CH:26][C:21]=3[CH:20]=[C:19]2[CH2:18][N:15]2[CH2:14][CH2:13][C:10]3([CH2:9][NH:8][CH2:12][CH2:11]3)[CH2:17][CH2:16]2)[CH2:33][CH2:34][CH2:35][CH2:36][CH2:37]1, predict the reactants needed to synthesize it. The reactants are: C(OC([N:8]1[CH2:12][CH2:11][C:10]2([CH2:17][CH2:16][N:15]([CH2:18][C:19]3[N:29]([CH2:30][CH2:31][CH:32]4[CH2:37][CH2:36][CH2:35][CH2:34][CH2:33]4)[C:22]4[N:23]=[C:24]([C:27]#[N:28])[N:25]=[CH:26][C:21]=4[CH:20]=3)[CH2:14][CH2:13]2)[CH2:9]1)=O)(C)(C)C.[F:38][C:39]([F:44])([F:43])[C:40]([OH:42])=[O:41]. (2) Given the product [CH:14]1([C:11]2([CH2:19][C:20]#[N:21])[CH2:10][CH2:9][NH:8][CH2:13][CH2:12]2)[CH2:15][CH2:16][CH2:17][CH2:18]1, predict the reactants needed to synthesize it. The reactants are: C(OC([N:8]1[CH2:13][CH2:12][C:11]([CH2:19][C:20]#[N:21])([CH:14]2[CH2:18][CH2:17][CH2:16][CH2:15]2)[CH2:10][CH2:9]1)=O)(C)(C)C. (3) The reactants are: [CH3:1][O:2][C:3]1[CH:12]=[C:11]2[C:6]([CH:7]([CH2:15][CH2:16][C:17]3[CH:22]=[CH:21][CH:20]=[CH:19][CH:18]=3)[CH2:8][N:9](C=O)[CH2:10]2)=[CH:5][CH:4]=1.[OH-].[Na+]. Given the product [CH3:1][O:2][C:3]1[CH:12]=[C:11]2[C:6]([CH:7]([CH2:15][CH2:16][C:17]3[CH:22]=[CH:21][CH:20]=[CH:19][CH:18]=3)[CH2:8][NH:9][CH2:10]2)=[CH:5][CH:4]=1, predict the reactants needed to synthesize it. (4) Given the product [C:33]([N:36]1[CH2:40][CH2:39][CH2:38][C@H:37]1[C:41]([N:25]1[CH2:24][CH2:23][CH:22]([C:19]2[CH:18]=[CH:17][C:16]([NH:15][C:8]3[CH:7]=[C:6]([NH:5][CH2:4][C:3]4[CH:28]=[CH:29][CH:30]=[C:31]([F:32])[C:2]=4[F:1])[C:11]([C:12]([NH2:14])=[O:13])=[CH:10][N:9]=3)=[CH:21][CH:20]=2)[CH2:27][CH2:26]1)=[O:42])(=[O:35])[CH3:34], predict the reactants needed to synthesize it. The reactants are: [F:1][C:2]1[C:31]([F:32])=[CH:30][CH:29]=[CH:28][C:3]=1[CH2:4][NH:5][C:6]1[C:11]([C:12]([NH2:14])=[O:13])=[CH:10][N:9]=[C:8]([NH:15][C:16]2[CH:21]=[CH:20][C:19]([CH:22]3[CH2:27][CH2:26][NH:25][CH2:24][CH2:23]3)=[CH:18][CH:17]=2)[CH:7]=1.[C:33]([N:36]1[CH2:40][CH2:39][CH2:38][C@H:37]1[C:41](O)=[O:42])(=[O:35])[CH3:34].CCN(C(C)C)C(C)C.F[P-](F)(F)(F)(F)F.N1(O[P+](N(C)C)(N(C)C)N(C)C)C2C=CC=CC=2N=N1. (5) Given the product [C:22]([O:21][C:19]([N:11]1[C:10]2[CH:9]=[C:8]([C:7]([CH3:18])([CH3:17])[O:6][SiH2:5][C:1]([CH3:4])([CH3:2])[CH3:3])[S:15][C:14]=2[C:13]([I:16])=[N:12]1)=[O:20])([CH3:25])([CH3:24])[CH3:23], predict the reactants needed to synthesize it. The reactants are: [C:1]([SiH2:5][O:6][C:7]([CH3:18])([CH3:17])[C:8]1[S:15][C:14]2[C:13]([I:16])=[N:12][NH:11][C:10]=2[CH:9]=1)([CH3:4])([CH3:3])[CH3:2].[C:19](O[C:19]([O:21][C:22]([CH3:25])([CH3:24])[CH3:23])=[O:20])([O:21][C:22]([CH3:25])([CH3:24])[CH3:23])=[O:20].